This data is from Full USPTO retrosynthesis dataset with 1.9M reactions from patents (1976-2016). The task is: Predict the reactants needed to synthesize the given product. (1) Given the product [C:19]([C:16]1[CH:17]=[CH:18][C:13]2[N:12]([S:21]([C:24]3[CH:25]=[CH:26][C:27]([O:30][CH3:31])=[CH:28][CH:29]=3)(=[O:23])=[O:22])[C:11](=[O:32])[N:10]([CH:7]([CH2:8][CH3:9])[C:6]([OH:33])=[O:5])[C:14]=2[CH:15]=1)#[N:20], predict the reactants needed to synthesize it. The reactants are: C([O:5][C:6](=[O:33])[CH:7]([N:10]1[C:14]2[CH:15]=[C:16]([C:19]#[N:20])[CH:17]=[CH:18][C:13]=2[N:12]([S:21]([C:24]2[CH:29]=[CH:28][C:27]([O:30][CH3:31])=[CH:26][CH:25]=2)(=[O:23])=[O:22])[C:11]1=[O:32])[CH2:8][CH3:9])(C)(C)C.FC(F)(F)C(O)=O. (2) Given the product [Br:1][C:2]1[CH:11]=[C:10]2[C:5]([CH:6]=[CH:7][N:8]([CH2:17][C:16]3[CH:19]=[CH:20][CH:21]=[C:14]([F:13])[CH:15]=3)[C:9]2=[O:12])=[N:4][CH:3]=1, predict the reactants needed to synthesize it. The reactants are: [Br:1][C:2]1[CH:11]=[C:10]2[C:5]([CH:6]=[CH:7][N:8]=[C:9]2[OH:12])=[N:4][CH:3]=1.[F:13][C:14]1[CH:15]=[C:16]([CH:19]=[CH:20][CH:21]=1)[CH2:17]Br.C(=O)([O-])[O-].[Cs+].[Cs+].